This data is from Forward reaction prediction with 1.9M reactions from USPTO patents (1976-2016). The task is: Predict the product of the given reaction. (1) Given the reactants [F:1][C:2]1[CH:7]=[C:6]([O:8][C@H:9]2[CH2:13][CH2:12][CH2:11][C@@H:10]2[C:14]2[N:18]([CH3:19])[N:17]=[CH:16][CH:15]=2)[CH:5]=[C:4]([F:20])[C:3]=1[S:21]([NH2:24])(=[O:23])=[O:22].[F:25][C:26]1[N:31]=[C:30](F)[CH:29]=[CH:28][N:27]=1.C(=O)([O-])[O-].[K+].[K+].O, predict the reaction product. The product is: [F:20][C:4]1[CH:5]=[C:6]([O:8][C@H:9]2[CH2:13][CH2:12][CH2:11][C@@H:10]2[C:14]2[N:18]([CH3:19])[N:17]=[CH:16][CH:15]=2)[CH:7]=[C:2]([F:1])[C:3]=1[S:21]([NH:24][C:28]1[CH:29]=[CH:30][N:31]=[C:26]([F:25])[N:27]=1)(=[O:23])=[O:22]. (2) The product is: [CH:21]1([C:19]([N:16]2[CH2:17][CH2:18][C@@H:14]([CH2:13][N:12]3[C:11]4[CH:24]=[C:25]([F:28])[CH:26]=[CH:27][C:10]=4[N:9]=[C:8]3[C:5]3[CH:6]=[CH:7][C:2]([C:37]4[CH:45]=[C:44]5[C:40]([CH:41]=[N:42][NH:43]5)=[CH:39][CH:38]=4)=[CH:3][CH:4]=3)[CH2:15]2)=[O:20])[CH2:23][CH2:22]1. Given the reactants Br[C:2]1[CH:7]=[CH:6][C:5]([C:8]2[N:12]([CH2:13][C@@H:14]3[CH2:18][CH2:17][N:16]([C:19]([CH:21]4[CH2:23][CH2:22]4)=[O:20])[CH2:15]3)[C:11]3[CH:24]=[C:25]([F:28])[CH:26]=[CH:27][C:10]=3[N:9]=2)=[CH:4][CH:3]=1.CC1(C)C(C)(C)OB([C:37]2[CH:45]=[C:44]3[C:40]([CH:41]=[N:42][NH:43]3)=[CH:39][CH:38]=2)O1.C(=O)([O-])[O-].[Cs+].[Cs+], predict the reaction product. (3) Given the reactants C([O:8][C:9]1[CH:18]=[C:17]2[C:12]([CH:13]=[CH:14][C:15]([S:19]([NH:22][C:23]([C:25]3[CH:30]=[CH:29][C:28]([N:31]4[C:35]([CH3:36])=[C:34]([Cl:37])[C:33]([C:38]([N:40]([CH2:45][CH2:46][CH2:47][CH3:48])[CH2:41][CH2:42][CH2:43][CH3:44])=[O:39])=[N:32]4)=[C:27]([C:49]([N:51]4[CH2:60][CH2:59][C:58]5[C:53](=[CH:54][CH:55]=[CH:56][CH:57]=5)[CH2:52]4)=[O:50])[CH:26]=3)=[O:24])(=[O:21])=[O:20])=[CH:16]2)=[CH:11][CH:10]=1)C1C=CC=CC=1, predict the reaction product. The product is: [CH2:45]([N:40]([CH2:41][CH2:42][CH2:43][CH3:44])[C:38]([C:33]1[C:34]([Cl:37])=[C:35]([CH3:36])[N:31]([C:28]2[CH:29]=[CH:30][C:25]([C:23](=[O:24])[NH:22][S:19]([C:15]3[CH:14]=[CH:13][C:12]4[C:17](=[CH:18][C:9]([OH:8])=[CH:10][CH:11]=4)[CH:16]=3)(=[O:21])=[O:20])=[CH:26][C:27]=2[C:49]([N:51]2[CH2:60][CH2:59][C:58]3[C:53](=[CH:54][CH:55]=[CH:56][CH:57]=3)[CH2:52]2)=[O:50])[N:32]=1)=[O:39])[CH2:46][CH2:47][CH3:48]. (4) Given the reactants [CH2:1]([N:3]([CH2:6][C:7]1[S:11][C:10]([C:12]([OH:14])=O)=[CH:9][C:8]=1[CH3:15])[CH2:4][CH3:5])[CH3:2].CC1(C)[O:21][C@H:20]([CH2:22][O:23][C:24]2[CH:33]=[CH:32][C:27]([C:28]([NH:30]O)=[NH:29])=[C:26]([O:34][CH3:35])[CH:25]=2)[CH2:19][O:18]1, predict the reaction product. The product is: [CH2:4]([N:3]([CH2:6][C:7]1[S:11][C:10]([C:12]2[O:14][N:29]=[C:28]([C:27]3[CH:32]=[CH:33][C:24]([O:23][CH2:22][C@@H:20]([OH:21])[CH2:19][OH:18])=[CH:25][C:26]=3[O:34][CH3:35])[N:30]=2)=[CH:9][C:8]=1[CH3:15])[CH2:1][CH3:2])[CH3:5]. (5) Given the reactants C([N:3](CC)CC)C.CS(Cl)(=O)=O.[C:13]([O:17][C:18](=[O:28])[NH:19][C@H:20]([C@@H:25](O)[CH3:26])[CH2:21][O:22][CH2:23][CH3:24])([CH3:16])([CH3:15])[CH3:14].P(=O)(O)(O)O, predict the reaction product. The product is: [C:13]([O:17][C:18](=[O:28])[NH:19][C@H:20]([C@H:25]([NH2:3])[CH3:26])[CH2:21][O:22][CH2:23][CH3:24])([CH3:16])([CH3:15])[CH3:14]. (6) The product is: [N:1]1[C:10]2[NH:9][C:8]3[CH:11]=[C:12]([CH2:15][NH:16][C:17](=[NH:19])[S:18][CH3:20])[CH:13]=[CH:14][C:7]=3[S:6][C:5]=2[N:4]=[CH:3][CH:2]=1. Given the reactants [N:1]1[C:10]2[NH:9][C:8]3[CH:11]=[C:12]([CH2:15][NH:16][C:17]([NH2:19])=[S:18])[CH:13]=[CH:14][C:7]=3[S:6][C:5]=2[N:4]=[CH:3][CH:2]=1.[CH3:20]N(C)C=O.CI.C(=O)([O-])[O-].[K+].[K+], predict the reaction product. (7) The product is: [C:1]([C:3]([C:6]1[CH:7]=[C:8]([CH:12]=[CH:13][CH:14]=1)[C:9]([NH:21][C:22]1[CH:23]=[C:24]([O:25][C:26]2[CH:27]=[CH:28][C:29]3[N:30]([CH:32]=[C:33]([NH:35][C:36]([CH:38]4[CH2:39][CH2:40]4)=[O:37])[N:34]=3)[N:31]=2)[CH:41]=[CH:42][C:43]=1[CH3:44])=[O:11])([CH3:4])[CH3:5])#[N:2]. Given the reactants [C:1]([C:3]([C:6]1[CH:7]=[C:8]([CH:12]=[CH:13][CH:14]=1)[C:9]([OH:11])=O)([CH3:5])[CH3:4])#[N:2].C(Cl)(=O)C(Cl)=O.[NH2:21][C:22]1[CH:23]=[C:24]([CH:41]=[CH:42][C:43]=1[CH3:44])[O:25][C:26]1[CH:27]=[CH:28][C:29]2[N:30]([CH:32]=[C:33]([NH:35][C:36]([CH:38]3[CH2:40][CH2:39]3)=[O:37])[N:34]=2)[N:31]=1.C(OC(C)C)(C)C, predict the reaction product. (8) Given the reactants [CH2:1]([O:8][C:9]([N:11]1[CH2:16][CH2:15][N:14]([C:17]2[CH:22]=[CH:21][CH:20]=[CH:19][N:18]=2)[CH2:13][CH2:12]1)=[O:10])[C:2]1[CH:7]=[CH:6][CH:5]=[CH:4][CH:3]=1.O.[Br:24]N1C(=O)CCC1=O, predict the reaction product. The product is: [CH2:1]([O:8][C:9]([N:11]1[CH2:16][CH2:15][N:14]([C:17]2[CH:22]=[CH:21][C:20]([Br:24])=[CH:19][N:18]=2)[CH2:13][CH2:12]1)=[O:10])[C:2]1[CH:3]=[CH:4][CH:5]=[CH:6][CH:7]=1. (9) Given the reactants [CH:1]1([CH:7]([NH:22][C:23]([C:25]2[CH:30]=[N:29][CH:28]=[CH:27][N:26]=2)=[O:24])[CH:8]([NH:13][CH:14]([C:18]([CH3:21])([CH3:20])[CH3:19])[C:15](O)=[O:16])[C:9]([F:12])([F:11])[F:10])[CH2:6][CH2:5][CH2:4][CH2:3][CH2:2]1.Cl.[C@@H:32]1([C:40]([O:42][CH2:43][CH3:44])=[O:41])[C@H:36]2[CH2:37][CH2:38][CH2:39][C@H:35]2[CH2:34][NH:33]1.CN1CCOCC1.CN(C(ON1N=NC2C=CC=NC1=2)=[N+](C)C)C.F[P-](F)(F)(F)(F)F, predict the reaction product. The product is: [CH:1]1([CH:7]([NH:22][C:23]([C:25]2[CH:30]=[N:29][CH:28]=[CH:27][N:26]=2)=[O:24])[CH:8]([NH:13][CH:14]([C:18]([CH3:21])([CH3:20])[CH3:19])[C:15]([N:33]2[CH2:34][C@@H:35]3[CH2:39][CH2:38][CH2:37][C@@H:36]3[C@H:32]2[C:40]([O:42][CH2:43][CH3:44])=[O:41])=[O:16])[C:9]([F:10])([F:11])[F:12])[CH2:6][CH2:5][CH2:4][CH2:3][CH2:2]1.